Predict the reaction yield, written as a fraction of the theoretical maximum amount of product (1.0 means a 100% yield; for example, 0.34 means a 34% yield). From a dataset of Reaction yield outcomes from USPTO patents with 853,638 reactions. The reactants are Br[C:2]1[CH:3]=[C:4]([C:7]([O:9][CH3:10])=[O:8])[S:5][CH:6]=1.C([O-])([O-])=O.[K+].[K+].[CH2:17]([N:19]1[C:23](B2OC(C)(C)C(C)(C)O2)=[CH:22][CH:21]=[N:20]1)[CH3:18]. The catalyst is O1CCOCC1.O.C1C=CC([P]([Pd]([P](C2C=CC=CC=2)(C2C=CC=CC=2)C2C=CC=CC=2)([P](C2C=CC=CC=2)(C2C=CC=CC=2)C2C=CC=CC=2)[P](C2C=CC=CC=2)(C2C=CC=CC=2)C2C=CC=CC=2)(C2C=CC=CC=2)C2C=CC=CC=2)=CC=1. The product is [CH2:17]([N:19]1[C:23]([C:2]2[CH:3]=[C:4]([C:7]([O:9][CH3:10])=[O:8])[S:5][CH:6]=2)=[CH:22][CH:21]=[N:20]1)[CH3:18]. The yield is 0.660.